This data is from Reaction yield outcomes from USPTO patents with 853,638 reactions. The task is: Predict the reaction yield, written as a fraction of the theoretical maximum amount of product (1.0 means a 100% yield; for example, 0.34 means a 34% yield). The reactants are Cl.[Cl:2][C:3]1[CH:8]=[C:7]([Cl:9])[CH:6]=[CH:5][C:4]=1[C:10]1(O)[C:18]2[C:13](=[CH:14][C:15]([C:23]([NH2:25])=[O:24])=[CH:16][C:17]=2[C:19]([F:22])([F:21])[F:20])[N:12]([CH2:26][C@H:27]2[CH2:30][C@H:29]([N:31]([CH2:34][CH3:35])[CH2:32][CH3:33])[CH2:28]2)[C:11]1=[O:36].C(=O)(O)[O-].[Na+].C(N(S(F)(F)[F:49])CC)C. No catalyst specified. The product is [ClH:2].[Cl:2][C:3]1[CH:8]=[C:7]([Cl:9])[CH:6]=[CH:5][C:4]=1[C:10]1([F:49])[C:18]2[C:13](=[CH:14][C:15]([C:23]([NH2:25])=[O:24])=[CH:16][C:17]=2[C:19]([F:20])([F:21])[F:22])[N:12]([CH2:26][C@H:27]2[CH2:28][C@H:29]([N:31]([CH2:32][CH3:33])[CH2:34][CH3:35])[CH2:30]2)[C:11]1=[O:36]. The yield is 0.430.